Dataset: Full USPTO retrosynthesis dataset with 1.9M reactions from patents (1976-2016). Task: Predict the reactants needed to synthesize the given product. (1) Given the product [CH2:8]([C:5]1[CH:6]=[CH:7][C:2]([Sn:14]([CH2:15][CH2:16][CH2:17][CH3:18])([CH2:19][CH2:20][CH2:21][CH3:22])[CH2:10][CH2:11][CH2:12][CH3:13])=[N:3][CH:4]=1)[CH3:9], predict the reactants needed to synthesize it. The reactants are: Br[C:2]1[CH:7]=[CH:6][C:5]([CH2:8][CH3:9])=[CH:4][N:3]=1.[CH2:10]([Sn:14](Cl)([CH2:19][CH2:20][CH2:21][CH3:22])[CH2:15][CH2:16][CH2:17][CH3:18])[CH2:11][CH2:12][CH3:13].C([Li])CCC. (2) Given the product [OH:1][C:2]1[C:9]([CH:12]([OH:24])[CH2:13][CH2:14][CH2:15][CH2:16][CH2:17][CH2:18][CH2:19][CH2:20][CH2:21][CH2:22][CH3:23])=[C:8]([OH:10])[CH:7]=[C:6]([CH3:11])[C:3]=1[CH:4]=[O:5], predict the reactants needed to synthesize it. The reactants are: [OH:1][C:2]1[CH:9]=[C:8]([OH:10])[CH:7]=[C:6]([CH3:11])[C:3]=1[CH:4]=[O:5].[CH:12](=[O:24])[CH2:13][CH2:14][CH2:15][CH2:16][CH2:17][CH2:18][CH2:19][CH2:20][CH2:21][CH2:22][CH3:23].O.O.[Cl-].[Ca+2].[Cl-].CO.[OH-].[K+].Cl. (3) Given the product [F:41][CH:2]([CH3:34])[CH2:3][N:4]([S:25]([C:28]1[CH:33]=[CH:32][CH:31]=[CH:30][N:29]=1)(=[O:27])=[O:26])[C:5]1[CH:22]=[C:21]([CH3:23])[C:20]([CH3:24])=[CH:19][C:6]=1[O:7][CH2:8][C:9]1[CH:18]=[CH:17][C:12]([C:13]([O:15][CH3:16])=[O:14])=[CH:11][CH:10]=1, predict the reactants needed to synthesize it. The reactants are: O[CH:2]([CH3:34])[CH2:3][N:4]([S:25]([C:28]1[CH:33]=[CH:32][CH:31]=[CH:30][N:29]=1)(=[O:27])=[O:26])[C:5]1[CH:22]=[C:21]([CH3:23])[C:20]([CH3:24])=[CH:19][C:6]=1[O:7][CH2:8][C:9]1[CH:18]=[CH:17][C:12]([C:13]([O:15][CH3:16])=[O:14])=[CH:11][CH:10]=1.C(N(S(F)(F)[F:41])CC)C.O. (4) Given the product [OH:22][C:21]1[C:20]2[C:15](=[N:16][CH:17]=[CH:18][CH:19]=2)[N:14]([CH2:23][CH2:24][CH:25]([CH3:27])[CH3:26])[C:13](=[O:28])[C:12]=1[C:7]1[NH:6][C:5]2[CH:29]=[CH:30][C:2]([NH:1][S:32]([N:35]3[CH2:39][CH2:38][CH2:37][C@H:36]3[C:40]([O:42][CH3:43])=[O:41])(=[O:33])=[O:34])=[CH:3][C:4]=2[S:9](=[O:11])(=[O:10])[N:8]=1, predict the reactants needed to synthesize it. The reactants are: [NH2:1][C:2]1[CH:30]=[CH:29][C:5]2[NH:6][C:7]([C:12]3[C:13](=[O:28])[N:14]([CH2:23][CH2:24][CH:25]([CH3:27])[CH3:26])[C:15]4[C:20]([C:21]=3[OH:22])=[CH:19][CH:18]=[CH:17][N:16]=4)=[N:8][S:9](=[O:11])(=[O:10])[C:4]=2[CH:3]=1.Cl[S:32]([N:35]1[CH2:39][CH2:38][CH2:37][C@H:36]1[C:40]([O:42][CH3:43])=[O:41])(=[O:34])=[O:33].C(N(CC)CC)C. (5) Given the product [Cl:1][C:2]1[CH:7]=[CH:6][C:5]([O:8][C:9]2[CH:14]=[CH:13][C:12]([C:29]3([OH:34])[CH2:30][CH2:31][CH2:32][CH2:33][CH:28]3[N:23]3[CH:27]=[N:26][CH:25]=[N:24]3)=[CH:11][CH:10]=2)=[CH:4][CH:3]=1, predict the reactants needed to synthesize it. The reactants are: [Cl:1][C:2]1[CH:7]=[CH:6][C:5]([O:8][C:9]2[CH:14]=[CH:13][C:12](I)=[CH:11][CH:10]=2)=[CH:4][CH:3]=1.C([Mg]Cl)(C)C.[Cl-].[Li+].[N:23]1([CH:28]2[CH2:33][CH2:32][CH2:31][CH2:30][C:29]2=[O:34])[CH:27]=[N:26][CH:25]=[N:24]1.[Cl-].[NH4+]. (6) The reactants are: [CH3:1][C:2]([CH3:29])([CH3:28])[O:3][C:4](=[O:27])[CH2:5][CH2:6][O:7][CH2:8][CH2:9][O:10][CH2:11][CH2:12][O:13][CH2:14][CH2:15][O:16][C:17]1[CH:18]=[C:19]([CH:24]=[CH:25][CH:26]=1)[C:20]([O:22]C)=[O:21].[OH-].[Na+].C(O)(=O)C. Given the product [CH3:1][C:2]([CH3:29])([CH3:28])[O:3][C:4](=[O:27])[CH2:5][CH2:6][O:7][CH2:8][CH2:9][O:10][CH2:11][CH2:12][O:13][CH2:14][CH2:15][O:16][C:17]1[CH:18]=[C:19]([CH:24]=[CH:25][CH:26]=1)[C:20]([OH:22])=[O:21], predict the reactants needed to synthesize it. (7) Given the product [Cl:1][C:2]1[CH:3]=[CH:4][C:5]2[N:6]([CH:8]=[C:9]([C:11]3[CH:16]=[CH:15][C:14]([C:17]([F:19])([F:18])[F:20])=[C:13]([NH2:21])[CH:12]=3)[N:10]=2)[CH:7]=1, predict the reactants needed to synthesize it. The reactants are: [Cl:1][C:2]1[CH:3]=[CH:4][C:5]2[N:6]([CH:8]=[C:9]([C:11]3[CH:16]=[CH:15][C:14]([C:17]([F:20])([F:19])[F:18])=[C:13]([N+:21]([O-])=O)[CH:12]=3)[N:10]=2)[CH:7]=1.CC(O)=O. (8) Given the product [OH:12][C@@:13]1([CH3:20])[CH2:14][C:15](=[O:19])[N:16]([C:2]2[CH:9]=[CH:8][C:5]([C:6]#[N:7])=[C:4]([O:10][CH3:11])[CH:3]=2)[C@H:17]1[CH3:18], predict the reactants needed to synthesize it. The reactants are: Br[C:2]1[CH:9]=[CH:8][C:5]([C:6]#[N:7])=[C:4]([O:10][CH3:11])[CH:3]=1.[OH:12][C@:13]1([CH3:20])[C@H:17]([CH3:18])[NH:16][C:15](=[O:19])[CH2:14]1.C1(P(C2C=CC=CC=2)C2C3OC4C(=CC=CC=4P(C4C=CC=CC=4)C4C=CC=CC=4)C(C)(C)C=3C=CC=2)C=CC=CC=1.C(=O)([O-])[O-].[Cs+].[Cs+].